From a dataset of NCI-60 drug combinations with 297,098 pairs across 59 cell lines. Regression. Given two drug SMILES strings and cell line genomic features, predict the synergy score measuring deviation from expected non-interaction effect. (1) Drug 1: CS(=O)(=O)C1=CC(=C(C=C1)C(=O)NC2=CC(=C(C=C2)Cl)C3=CC=CC=N3)Cl. Drug 2: CC(CN1CC(=O)NC(=O)C1)N2CC(=O)NC(=O)C2. Cell line: NCI-H522. Synergy scores: CSS=23.4, Synergy_ZIP=-4.85, Synergy_Bliss=2.09, Synergy_Loewe=2.04, Synergy_HSA=2.61. (2) Drug 1: CNC(=O)C1=NC=CC(=C1)OC2=CC=C(C=C2)NC(=O)NC3=CC(=C(C=C3)Cl)C(F)(F)F. Drug 2: C1C(C(OC1N2C=NC(=NC2=O)N)CO)O. Cell line: SK-OV-3. Synergy scores: CSS=-9.83, Synergy_ZIP=5.01, Synergy_Bliss=1.42, Synergy_Loewe=-1.08, Synergy_HSA=-4.56. (3) Drug 1: COC1=C(C=C2C(=C1)N=CN=C2NC3=CC(=C(C=C3)F)Cl)OCCCN4CCOCC4. Drug 2: C1CN(CCN1C(=O)CCBr)C(=O)CCBr. Cell line: SR. Synergy scores: CSS=65.2, Synergy_ZIP=2.38, Synergy_Bliss=0.673, Synergy_Loewe=-7.91, Synergy_HSA=3.67. (4) Drug 1: C1=NC2=C(N=C(N=C2N1C3C(C(C(O3)CO)O)F)Cl)N. Drug 2: C1=CC=C(C=C1)NC(=O)CCCCCCC(=O)NO. Cell line: IGROV1. Synergy scores: CSS=19.7, Synergy_ZIP=0.693, Synergy_Bliss=1.10, Synergy_Loewe=2.06, Synergy_HSA=2.17. (5) Drug 1: C1CC(=O)NC(=O)C1N2CC3=C(C2=O)C=CC=C3N. Drug 2: C1CNP(=O)(OC1)N(CCCl)CCCl. Cell line: BT-549. Synergy scores: CSS=6.10, Synergy_ZIP=-1.42, Synergy_Bliss=2.49, Synergy_Loewe=1.67, Synergy_HSA=2.54. (6) Drug 1: CCC(=C(C1=CC=CC=C1)C2=CC=C(C=C2)OCCN(C)C)C3=CC=CC=C3.C(C(=O)O)C(CC(=O)O)(C(=O)O)O. Drug 2: CC1CCC2CC(C(=CC=CC=CC(CC(C(=O)C(C(C(=CC(C(=O)CC(OC(=O)C3CCCCN3C(=O)C(=O)C1(O2)O)C(C)CC4CCC(C(C4)OC)OCCO)C)C)O)OC)C)C)C)OC. Cell line: MDA-MB-231. Synergy scores: CSS=-1.29, Synergy_ZIP=-2.32, Synergy_Bliss=-3.47, Synergy_Loewe=-6.19, Synergy_HSA=-2.88. (7) Drug 1: CC12CCC(CC1=CCC3C2CCC4(C3CC=C4C5=CN=CC=C5)C)O. Drug 2: C(CC(=O)O)C(=O)CN.Cl. Cell line: K-562. Synergy scores: CSS=-2.74, Synergy_ZIP=-3.63, Synergy_Bliss=-11.8, Synergy_Loewe=-26.1, Synergy_HSA=-12.3.